From a dataset of Catalyst prediction with 721,799 reactions and 888 catalyst types from USPTO. Predict which catalyst facilitates the given reaction. (1) Reactant: B(Br)(Br)Br.[CH:5]1([CH:11]2[C:20]3[C:15](=[CH:16][C:17]([O:21]C)=[CH:18][CH:19]=3)[CH2:14][CH2:13][N:12]2[C:23](=[O:28])[C:24]([F:27])([F:26])[F:25])[CH2:10][CH2:9][CH2:8][CH2:7][CH2:6]1.CO. Product: [CH:5]1([CH:11]2[C:20]3[C:15](=[CH:16][C:17]([OH:21])=[CH:18][CH:19]=3)[CH2:14][CH2:13][N:12]2[C:23](=[O:28])[C:24]([F:25])([F:26])[F:27])[CH2:6][CH2:7][CH2:8][CH2:9][CH2:10]1. The catalyst class is: 2. (2) Product: [CH3:10][C:11]1[CH:16]=[C:15]([C:17]2[NH:21][CH:20]=[N:19][N:18]=2)[CH:14]=[CH:13][C:12]=1[C:28]1[N:33]=[C:32]2[NH:34][C:35]3([CH2:39][CH2:40]3)[C:36](=[O:38])[NH:37][C:31]2=[N:30][CH:29]=1. Reactant: Cl.O.FC(F)(F)C(O)=O.[CH3:10][C:11]1[CH:16]=[C:15]([C:17]2[N:21](C3CCCCO3)[CH:20]=[N:19][N:18]=2)[CH:14]=[CH:13][C:12]=1[C:28]1[N:33]=[C:32]2[NH:34][C:35]3([CH2:40][CH2:39]3)[C:36](=[O:38])[NH:37][C:31]2=[N:30][CH:29]=1. The catalyst class is: 8. (3) Reactant: [CH3:1][O:2][C:3]1[CH:8]=[CH:7][C:6]([N:9]([CH3:16])[CH:10]2[CH2:15][CH2:14]OCC2)=[CH:5][C:4]=1[N+:17]([O-])=O. Product: [CH3:1][O:2][C:3]1[CH:8]=[CH:7][C:6]([N:9]([CH3:16])[CH2:10][CH:15]2[CH2:14][CH2:1][O:2][CH2:3][CH2:4]2)=[CH:5][C:4]=1[NH2:17]. The catalyst class is: 19. (4) Reactant: [NH2:1][C:2]1[CH:10]=[CH:9][C:8]([Br:11])=[CH:7][C:3]=1[C:4]([OH:6])=[O:5].Cl[C:13](Cl)([O:15]C(=O)OC(Cl)(Cl)Cl)Cl.N1C=CC=CC=1. Product: [Br:11][C:8]1[CH:9]=[CH:10][C:2]2[NH:1][C:13](=[O:15])[O:5][C:4](=[O:6])[C:3]=2[CH:7]=1. The catalyst class is: 245. (5) Product: [F:1][C:2]1[CH:7]=[CH:6][C:5]([S:8]([CH3:9])=[O:18])=[CH:4][CH:3]=1. Reactant: [F:1][C:2]1[CH:7]=[CH:6][C:5]([S:8][CH3:9])=[CH:4][CH:3]=1.C1C=C(Cl)C=C(C(OO)=[O:18])C=1. The catalyst class is: 2.